From a dataset of Reaction yield outcomes from USPTO patents with 853,638 reactions. Predict the reaction yield, written as a fraction of the theoretical maximum amount of product (1.0 means a 100% yield; for example, 0.34 means a 34% yield). The reactants are [NH2:1][CH2:2][CH:3]([NH2:5])[CH3:4].[F:6][C:7]1[CH:8]=[CH:9][C:10]([C:30]([F:33])([F:32])[F:31])=[C:11]([CH:29]=1)[C:12]([N:14]1[CH2:19][CH2:18][N:17]([C:20]2[CH:28]=[CH:27][C:23]([C:24](O)=O)=[CH:22][N:21]=2)[CH2:16][CH2:15]1)=[O:13]. No catalyst specified. The product is [F:6][C:7]1[CH:8]=[CH:9][C:10]([C:30]([F:32])([F:33])[F:31])=[C:11]([C:12]([N:14]2[CH2:19][CH2:18][N:17]([C:20]3[CH:28]=[CH:27][C:23]([C:24]4[NH:5][CH:3]([CH3:4])[CH2:2][N:1]=4)=[CH:22][N:21]=3)[CH2:16][CH2:15]2)=[O:13])[CH:29]=1. The yield is 0.460.